From a dataset of Forward reaction prediction with 1.9M reactions from USPTO patents (1976-2016). Predict the product of the given reaction. (1) Given the reactants C(=O)([O-])[O-].[K+].[K+].[CH2:7]([N:9]=[C:10]=[O:11])[CH3:8].[CH3:12][C:13]1[NH:17][N:16]=[C:15]([O:18][C:19]2[CH:24]=[CH:23][C:22]([N+:25]([O-:27])=[O:26])=[CH:21][CH:20]=2)[CH:14]=1.Cl, predict the reaction product. The product is: [CH2:7]([NH:9][C:10]([N:17]1[C:13]([CH3:12])=[CH:14][C:15]([O:18][C:19]2[CH:20]=[CH:21][C:22]([N+:25]([O-:27])=[O:26])=[CH:23][CH:24]=2)=[N:16]1)=[O:11])[CH3:8]. (2) Given the reactants [Br:1][C:2]1[C:7]([O:8][CH3:9])=[CH:6][CH:5]=[C:4]([CH2:10][OH:11])[N:3]=1.N1C=CN=C1.[Si:17](Cl)([C:20]([CH3:23])([CH3:22])[CH3:21])([CH3:19])[CH3:18].[NH4+], predict the reaction product. The product is: [Br:1][C:2]1[C:7]([O:8][CH3:9])=[CH:6][CH:5]=[C:4]([CH2:10][O:11][Si:17]([C:20]([CH3:23])([CH3:22])[CH3:21])([CH3:19])[CH3:18])[N:3]=1. (3) Given the reactants C(=O)([O-])[O-].[Cs+].[Cs+].I[C:8]1[CH:9]=[C:10]([N:14]([CH3:19])[S:15]([CH3:18])(=[O:17])=[O:16])[CH:11]=[CH:12][CH:13]=1.[OH:20][C:21]1[C:33]([C:34]([F:37])([F:36])[F:35])=[CH:32][CH:31]=[C:30]([CH2:38][O:39][C:40]2[CH:45]=[CH:44][C:43](B3OC(C)(C)C(C)(C)O3)=[CH:42][CH:41]=2)[C:22]=1[C:23]([O:25][C:26]([CH3:29])([CH3:28])[CH3:27])=[O:24].CN(C)C=O, predict the reaction product. The product is: [OH:20][C:21]1[C:33]([C:34]([F:36])([F:37])[F:35])=[CH:32][CH:31]=[C:30]([CH2:38][O:39][C:40]2[CH:45]=[CH:44][C:43]([C:8]3[CH:13]=[CH:12][CH:11]=[C:10]([N:14]([CH3:19])[S:15]([CH3:18])(=[O:17])=[O:16])[CH:9]=3)=[CH:42][CH:41]=2)[C:22]=1[C:23]([O:25][C:26]([CH3:29])([CH3:27])[CH3:28])=[O:24]. (4) Given the reactants Cl.C([N:9]1[CH2:18][CH2:17][C:16]2[C:15]([C:19]3[CH:23]=[C:22]([CH3:24])[S:21][CH:20]=3)=[N:14][C:13]([CH:25]([CH3:27])[CH3:26])=[N:12][C:11]=2[CH2:10]1)C1C=CC=CC=1.[Cl:28]C(OC(Cl)=O)C, predict the reaction product. The product is: [ClH:28].[CH:25]([C:13]1[N:14]=[C:15]([C:19]2[CH:23]=[C:22]([CH3:24])[S:21][CH:20]=2)[C:16]2[CH2:17][CH2:18][NH:9][CH2:10][C:11]=2[N:12]=1)([CH3:27])[CH3:26]. (5) Given the reactants [NH2:1][C:2]1[S:3][CH:4]=[C:5]([C:7]2[CH:14]=[CH:13][C:10]([C:11]#[N:12])=[CH:9][CH:8]=2)[N:6]=1.[H-].[Na+].Cl[C:18]([O:20][CH2:21][CH2:22]Cl)=[O:19].O, predict the reaction product. The product is: [O:19]=[C:18]1[N:1]([C:2]2[S:3][CH:4]=[C:5]([C:7]3[CH:8]=[CH:9][C:10]([C:11]#[N:12])=[CH:13][CH:14]=3)[N:6]=2)[CH2:22][CH2:21][O:20]1. (6) Given the reactants [NH2:1][C@@H:2]([C:22]1[CH:27]=[CH:26][C:25]([Cl:28])=[CH:24][CH:23]=1)[C@:3]([NH:12]S(=O)(=O)OCC(Cl)(Cl)Cl)([C:5]1[CH:6]=[N:7][C:8]([Cl:11])=[CH:9][CH:10]=1)[CH3:4], predict the reaction product. The product is: [Cl:28][C:25]1[CH:24]=[CH:23][C:22]([C@@H:2]([NH2:1])[C@:3]([C:5]2[CH:6]=[N:7][C:8]([Cl:11])=[CH:9][CH:10]=2)([NH2:12])[CH3:4])=[CH:27][CH:26]=1. (7) Given the reactants [Cl:1][C:2]1[CH:7]=[CH:6][CH:5]=[CH:4][C:3]=1[S:8]([N:11]1[CH2:16][CH2:15][CH2:14][C@@H:13]([C:17]([OH:19])=O)[CH2:12]1)(=[O:10])=[O:9].[C:20]12([NH2:30])[CH2:29][CH:24]3[CH2:25][CH:26]([CH2:28][CH:22]([CH2:23]3)[CH2:21]1)[CH2:27]2, predict the reaction product. The product is: [C:20]12([NH:30][C:17]([C@H:13]3[CH2:14][CH2:15][CH2:16][N:11]([S:8]([C:3]4[CH:4]=[CH:5][CH:6]=[CH:7][C:2]=4[Cl:1])(=[O:9])=[O:10])[CH2:12]3)=[O:19])[CH2:27][CH:26]3[CH2:25][CH:24]([CH2:23][CH:22]([CH2:28]3)[CH2:21]1)[CH2:29]2. (8) Given the reactants [Br:1][C:2]1[CH:3]=[C:4]([C:14]([OH:16])=O)[C:5]2[CH:10]=[N:9][N:8]([CH:11]([CH3:13])[CH3:12])[C:6]=2[N:7]=1.[NH2:17][CH2:18][C:19]1[C:24](=[O:25])[CH:23]=[C:22]([CH3:26])[NH:21][C:20]=1[CH3:27].C1CN([P+](ON2N=NC3C=CC=CC2=3)(N2CCCC2)N2CCCC2)CC1.F[P-](F)(F)(F)(F)F, predict the reaction product. The product is: [Br:1][C:2]1[CH:3]=[C:4]([C:14]([NH:17][CH2:18][C:19]2[C:24](=[O:25])[CH:23]=[C:22]([CH3:26])[NH:21][C:20]=2[CH3:27])=[O:16])[C:5]2[CH:10]=[N:9][N:8]([CH:11]([CH3:12])[CH3:13])[C:6]=2[N:7]=1. (9) The product is: [CH2:1]([O:8][C:9]1[CH:10]=[CH:11][C:12](/[CH:13]=[C:24](\[O:23][CH2:21][CH3:22])/[C:25]([O:27][CH2:28][CH3:29])=[O:26])=[CH:15][C:16]=1[C:31]([CH3:34])([CH3:32])[CH3:30])[C:2]1[CH:3]=[CH:4][CH:5]=[CH:6][CH:7]=1. Given the reactants [CH2:1]([O:8][C:9]1[CH:16]=[CH:15][C:12]([CH:13]=O)=[C:11](C(C)(C)C)[CH:10]=1)[C:2]1[CH:7]=[CH:6][CH:5]=[CH:4][CH:3]=1.[CH2:21]([O:23][CH2:24][C:25]([O:27][CH2:28][CH3:29])=[O:26])[CH3:22].[CH3:30][C:31]([CH3:34])([O-])[CH3:32].[K+].C(O)(=O)C.C1(C)C=CC(S(O)(=O)=O)=CC=1, predict the reaction product.